From a dataset of Forward reaction prediction with 1.9M reactions from USPTO patents (1976-2016). Predict the product of the given reaction. (1) Given the reactants [CH2:1]([O:3][C:4]([C:6]1[NH:15][C:9]2=[N:10][CH:11]=[C:12]([CH3:14])[CH:13]=[C:8]2[CH:7]=1)=[O:5])[CH3:2].[C:16](O[C:16]([O:18][C:19]([CH3:22])([CH3:21])[CH3:20])=[O:17])([O:18][C:19]([CH3:22])([CH3:21])[CH3:20])=[O:17], predict the reaction product. The product is: [CH3:2][CH2:1][O:3][C:4]([C:6]1[N:15]([C:16]([O:18][C:19]([CH3:22])([CH3:21])[CH3:20])=[O:17])[C:9]2=[N:10][CH:11]=[C:12]([CH3:14])[CH:13]=[C:8]2[CH:7]=1)=[O:5]. (2) The product is: [CH2:36]([O:15][C:13]([CH:12]1[CH:26]([C:27]2[CH:28]=[CH:29][C:30]([O:33][CH3:34])=[CH:31][CH:32]=2)[CH:25]([C:22]2[CH:21]=[CH:20][C:19]([O:18][CH3:17])=[CH:24][CH:23]=2)[C:3]2[C:4](=[CH:6][C:7]([Cl:9])=[CH:8][C:2]=2[Cl:1])[NH:5]1)=[O:14])[CH3:37]. Given the reactants [Cl:1][C:2]1[CH:3]=[C:4]([CH:6]=[C:7]([Cl:9])[CH:8]=1)[NH2:5].C([C:12](=O)[C:13]([O-:15])=[O:14])C.[CH3:17][O:18][C:19]1[CH:24]=[CH:23][C:22](/[CH:25]=[CH:26]/[C:27]2[CH:32]=[CH:31][C:30]([O:33][CH3:34])=[CH:29][CH:28]=2)=[CH:21][CH:20]=1.F[C:36](F)(F)[C:37](O)=O, predict the reaction product. (3) The product is: [ClH:22].[F:20][C:2]([F:1])([F:21])[C:3]1[N:8]=[C:7]([C@@H:9]([NH2:13])[CH2:10][CH2:11][CH3:12])[CH:6]=[CH:5][CH:4]=1. Given the reactants [F:1][C:2]([F:21])([F:20])[C:3]1[N:8]=[C:7]([C@@H:9]([NH:13][S@](C(C)(C)C)=O)[CH2:10][CH2:11][CH3:12])[CH:6]=[CH:5][CH:4]=1.[ClH:22].O1CCOCC1, predict the reaction product. (4) Given the reactants Cl.[CH2:2]1[C:10]2[C:5](=[CH:6][C:7]([O:11][CH2:12][CH2:13][N:14]([CH3:16])[CH3:15])=[CH:8][CH:9]=2)[CH2:4][NH:3]1.[OH:17][C:18]1[CH:26]=[C:25]2[C:21]([C:22]([CH2:27][CH2:28][CH:29]([CH3:31])[CH3:30])=[N:23][NH:24]2)=[CH:20][C:19]=1[C:32](O)=[O:33], predict the reaction product. The product is: [CH3:15][N:14]([CH3:16])[CH2:13][CH2:12][O:11][C:7]1[CH:6]=[C:5]2[C:10](=[CH:9][CH:8]=1)[CH2:2][N:3]([C:32]([C:19]1[CH:20]=[C:21]3[C:25](=[CH:26][C:18]=1[OH:17])[NH:24][N:23]=[C:22]3[CH2:27][CH2:28][CH:29]([CH3:31])[CH3:30])=[O:33])[CH2:4]2. (5) Given the reactants [CH3:1][O:2][C:3]([C:5]1[O:9][N:8]=[C:7]([C:10]([CH3:13])([CH3:12])[CH3:11])[C:6]=1Br)=[O:4].[CH2:15]([Li])CCC.CI.[NH4+].[Cl-], predict the reaction product. The product is: [CH3:1][O:2][C:3]([C:5]1[O:9][N:8]=[C:7]([C:10]([CH3:13])([CH3:12])[CH3:11])[C:6]=1[CH3:15])=[O:4]. (6) The product is: [C:1]([C@H:5]1[CH2:6][CH2:7][C@H:8]([NH:11][C:12]([C:14]2[N:18]([CH2:19][C:20]3[CH:28]=[CH:27][C:23]([C:24]([NH:57][C:58]4[NH:62][N:61]=[N:60][N:59]=4)=[O:26])=[CH:22][CH:21]=3)[N:17]=[C:16]([C:29]3[CH:34]=[C:33]([F:35])[C:32]([F:36])=[C:31]([F:37])[CH:30]=3)[CH:15]=2)=[O:13])[CH2:9][CH2:10]1)([CH3:3])([CH3:2])[CH3:4]. Given the reactants [C:1]([C@H:5]1[CH2:10][CH2:9][C@H:8]([NH:11][C:12]([C:14]2[N:18]([CH2:19][C:20]3[CH:28]=[CH:27][C:23]([C:24]([OH:26])=O)=[CH:22][CH:21]=3)[N:17]=[C:16]([C:29]3[CH:34]=[C:33]([F:35])[C:32]([F:36])=[C:31]([F:37])[CH:30]=3)[CH:15]=2)=[O:13])[CH2:7][CH2:6]1)([CH3:4])([CH3:3])[CH3:2].C1C=NC2N(O)N=NC=2C=1.CCN(C(C)C)C(C)C.[NH2:57][C:58]1[NH:62][N:61]=[N:60][N:59]=1.C(Cl)CCl, predict the reaction product.